This data is from Catalyst prediction with 721,799 reactions and 888 catalyst types from USPTO. The task is: Predict which catalyst facilitates the given reaction. (1) Reactant: [C:1]1([C:20]2[CH:25]=[CH:24][CH:23]=[CH:22][CH:21]=2)[CH:6]=[CH:5][C:4]([CH2:7][C:8]([NH:10][C@@H:11]([C:13]2[CH:18]=[CH:17][C:16]([OH:19])=[CH:15][N:14]=2)[CH3:12])=[O:9])=[CH:3][CH:2]=1.F[C:27]1[CH:32]=[CH:31][CH:30]=[CH:29][N:28]=1.C(=O)([O-])[O-].[Cs+].[Cs+]. Product: [C:1]1([C:20]2[CH:25]=[CH:24][CH:23]=[CH:22][CH:21]=2)[CH:2]=[CH:3][C:4]([CH2:7][C:8]([NH:10][C@@H:11]([C:13]2[CH:18]=[CH:17][C:16]([O:19][C:27]3[CH:32]=[CH:31][CH:30]=[CH:29][N:28]=3)=[CH:15][N:14]=2)[CH3:12])=[O:9])=[CH:5][CH:6]=1. The catalyst class is: 3. (2) Reactant: C([O:3][CH2:4][CH2:5][O:6][NH:7][C:8]([C:10]1[CH:15]=[C:14]([CH3:16])[C:13](=[O:17])[N:12]([CH3:18])[C:11]=1[NH:19][C:20]1[CH:25]=[CH:24][C:23]([I:26])=[CH:22][C:21]=1[F:27])=[O:9])=C.Cl. Product: [F:27][C:21]1[CH:22]=[C:23]([I:26])[CH:24]=[CH:25][C:20]=1[NH:19][C:11]1[N:12]([CH3:18])[C:13](=[O:17])[C:14]([CH3:16])=[CH:15][C:10]=1[C:8]([NH:7][O:6][CH2:5][CH2:4][OH:3])=[O:9]. The catalyst class is: 13. (3) Reactant: [NH2:1][C:2]1[N:10]=[CH:9][C:8]([Cl:11])=[CH:7][C:3]=1[C:4]([NH2:6])=[O:5].Br[CH2:13][C:14]1[CH:19]=[CH:18][C:17]([Cl:20])=[C:16]([S:21]([CH3:24])(=[O:23])=[O:22])[CH:15]=1.C(OCC)(=O)C. The catalyst class is: 3. Product: [ClH:11].[Cl:11][C:8]1[CH:7]=[C:3]([C:4]([NH2:6])=[O:5])[C:2](=[NH:1])[N:10]([CH2:13][C:14]2[CH:19]=[CH:18][C:17]([Cl:20])=[C:16]([S:21]([CH3:24])(=[O:23])=[O:22])[CH:15]=2)[CH:9]=1. (4) Reactant: [NH2:1][C:2]1[CH:7]=[CH:6][C:5]([O:8][CH3:9])=[CH:4][C:3]=1[S:10]([NH2:13])(=[O:12])=[O:11].[Cl:14][C:15]1[C:20]([Cl:21])=[CH:19][CH:18]=[CH:17][C:16]=1[S:22](Cl)(=[O:24])=[O:23]. Product: [Cl:14][C:15]1[C:20]([Cl:21])=[CH:19][CH:18]=[CH:17][C:16]=1[S:22]([NH:1][C:2]1[CH:7]=[CH:6][C:5]([O:8][CH3:9])=[CH:4][C:3]=1[S:10]([NH2:13])(=[O:11])=[O:12])(=[O:24])=[O:23]. The catalyst class is: 17.